From a dataset of Full USPTO retrosynthesis dataset with 1.9M reactions from patents (1976-2016). Predict the reactants needed to synthesize the given product. (1) The reactants are: [Cl:1][C:2]1[CH:3]=[C:4]([CH:7]=[CH:8][C:9]=1[C:10]1[C:33](=[O:34])[N:32]([CH2:35][CH3:36])[C:13]2[N:14]=[C:15]([NH:18][C:19]3[CH:24]=[CH:23][C:22]([N:25]4[CH2:30][CH2:29][N:28]([CH3:31])[CH2:27][CH2:26]4)=[CH:21][CH:20]=3)[N:16]=[CH:17][C:12]=2[CH:11]=1)[C:5]#[N:6].[N-:37]=[N+:38]=[N-:39].[Na+]. Given the product [Cl:1][C:2]1[CH:3]=[C:4]([C:5]2[NH:39][N:38]=[N:37][N:6]=2)[CH:7]=[CH:8][C:9]=1[C:10]1[C:33](=[O:34])[N:32]([CH2:35][CH3:36])[C:13]2[N:14]=[C:15]([NH:18][C:19]3[CH:20]=[CH:21][C:22]([N:25]4[CH2:26][CH2:27][N:28]([CH3:31])[CH2:29][CH2:30]4)=[CH:23][CH:24]=3)[N:16]=[CH:17][C:12]=2[CH:11]=1, predict the reactants needed to synthesize it. (2) Given the product [Cl:32][C:30]1[CH:29]=[CH:28][C:27]([CH:33]2[CH2:35][CH2:34]2)=[C:26]([C:21]2[C:22]([C:24]#[N:25])=[CH:23][N:18]([CH:16]([CH3:17])[C:15]([NH:14][C:12]3[CH:11]=[CH:10][C:6]([C:7]([OH:9])=[O:8])=[CH:5][CH:13]=3)=[O:37])[C:19](=[O:36])[CH:20]=2)[CH:31]=1, predict the reactants needed to synthesize it. The reactants are: C([C:5]1[CH:13]=[C:12]([NH:14][C:15](=[O:37])[CH:16]([N:18]2[CH:23]=[C:22]([C:24]#[N:25])[C:21]([C:26]3[CH:31]=[C:30]([Cl:32])[CH:29]=[CH:28][C:27]=3[CH:33]3[CH2:35][CH2:34]3)=[CH:20][C:19]2=[O:36])[CH3:17])[CH:11]=[CH:10][C:6]=1[C:7]([OH:9])=[O:8])(C)(C)C.C(O)(C(F)(F)F)=O. (3) Given the product [C:2]([O:5][C:6]([N:8]1[CH2:13][CH2:12][N:11]([CH3:14])[CH2:10][CH:9]1[C:15]([C:28]1[O:29][C:25]2[CH:24]=[CH:23][C:22]([Cl:21])=[CH:30][C:26]=2[CH:27]=1)=[O:20])=[O:7])([CH3:1])([CH3:3])[CH3:4], predict the reactants needed to synthesize it. The reactants are: [CH3:1][C:2]([O:5][C:6]([N:8]1[CH2:13][CH2:12][N:11]([CH3:14])[CH2:10][CH:9]1[C:15](=[O:20])N(OC)C)=[O:7])([CH3:4])[CH3:3].[Cl:21][C:22]1[CH:23]=[CH:24][C:25]2[O:29][CH:28]=[CH:27][C:26]=2[CH:30]=1. (4) Given the product [F:1][C:2]1[CH:7]=[CH:6][C:5]([F:8])=[CH:4][C:3]=1[C:9]1([C:15]([NH2:16])=[O:18])[CH2:10][CH2:11][O:12][CH2:13][CH2:14]1, predict the reactants needed to synthesize it. The reactants are: [F:1][C:2]1[CH:7]=[CH:6][C:5]([F:8])=[CH:4][C:3]=1[C:9]1([C:15]#[N:16])[CH2:14][CH2:13][O:12][CH2:11][CH2:10]1.C([O-])([O-])=[O:18].[K+].[K+].OO. (5) Given the product [C:1]([O:5][C:6](=[O:30])[NH:7][C:8]1[CH:13]=[CH:12][C:11]([CH3:14])=[C:10]([NH:15][C:16]2[C:21]([C:22]3[CH:27]=[C:26]([S:28]([CH3:29])=[O:36])[N:25]=[CH:24][N:23]=3)=[CH:20][N:19]=[CH:18][N:17]=2)[CH:9]=1)([CH3:3])([CH3:4])[CH3:2], predict the reactants needed to synthesize it. The reactants are: [C:1]([O:5][C:6](=[O:30])[NH:7][C:8]1[CH:13]=[CH:12][C:11]([CH3:14])=[C:10]([NH:15][C:16]2[C:21]([C:22]3[CH:27]=[C:26]([S:28][CH3:29])[N:25]=[CH:24][N:23]=3)=[CH:20][N:19]=[CH:18][N:17]=2)[CH:9]=1)([CH3:4])([CH3:3])[CH3:2].ClC1C=C(C=CC=1)C(OO)=[O:36]. (6) Given the product [CH3:1][O:2][C:3](=[O:26])[CH:4]([N:12]([CH2:13][C:14]#[C:15][C:28]1[O:29][C:30]2[CH:36]=[CH:35][CH:34]=[CH:33][C:31]=2[CH:32]=1)[C:16](=[O:25])[C:17]1[CH:22]=[CH:21][C:20]([Cl:23])=[CH:19][C:18]=1[Cl:24])[CH2:5][C:6]1[CH:7]=[CH:8][CH:9]=[CH:10][CH:11]=1, predict the reactants needed to synthesize it. The reactants are: [CH3:1][O:2][C:3](=[O:26])[CH:4]([N:12]([C:16](=[O:25])[C:17]1[CH:22]=[CH:21][C:20]([Cl:23])=[CH:19][C:18]=1[Cl:24])[CH2:13][C:14]#[CH:15])[CH2:5][C:6]1[CH:11]=[CH:10][CH:9]=[CH:8][CH:7]=1.I[C:28]1[O:29][C:30]2[CH:36]=[CH:35][CH:34]=[CH:33][C:31]=2[CH:32]=1. (7) Given the product [CH2:1]([O:3][C:4]([C:6]1[S:10][C:9]([O:11][CH2:12][CH2:13][CH2:14][C:15]2[CH:20]=[CH:19][CH:18]=[C:17]([OH:21])[CH:16]=2)=[N:8][C:7]=1[CH3:23])=[O:5])[CH3:2], predict the reactants needed to synthesize it. The reactants are: [CH2:1]([O:3][C:4]([C:6]1[S:10][C:9]([O:11][CH2:12][CH2:13][CH2:14][C:15]2[CH:20]=[CH:19][CH:18]=[C:17]([O:21]C)[CH:16]=2)=[N:8][C:7]=1[CH3:23])=[O:5])[CH3:2].B(Br)(Br)Br.